From a dataset of Peptide-MHC class I binding affinity with 185,985 pairs from IEDB/IMGT. Regression. Given a peptide amino acid sequence and an MHC pseudo amino acid sequence, predict their binding affinity value. This is MHC class I binding data. (1) The peptide sequence is EVAQRAYR. The MHC is HLA-A02:01 with pseudo-sequence HLA-A02:01. The binding affinity (normalized) is 0.0101. (2) The MHC is HLA-A02:01 with pseudo-sequence HLA-A02:01. The peptide sequence is ASTVIYRGT. The binding affinity (normalized) is 0. (3) The peptide sequence is VMKRNFIDF. The MHC is HLA-A02:01 with pseudo-sequence HLA-A02:01. The binding affinity (normalized) is 0.0847.